From a dataset of Full USPTO retrosynthesis dataset with 1.9M reactions from patents (1976-2016). Predict the reactants needed to synthesize the given product. (1) Given the product [F:22][C:16]1[CH:17]=[CH:18][CH:19]=[C:20]([F:21])[C:15]=1[C:12]1[CH:13]=[CH:14][C:9]2[N:10]([C:24]([NH:23][C:26]3[CH:27]=[N:28][CH:29]=[CH:30][C:31]=3[N:32]3[CH2:37][CH2:36][N:35]([C:38]([O:40][C:41]([CH3:44])([CH3:43])[CH3:42])=[O:39])[CH2:34][CH2:33]3)=[N:5][CH:8]=2)[N:11]=1, predict the reactants needed to synthesize it. The reactants are: P(C)(C)C.[N:5]([CH2:8][C:9]1[N:10]=[N:11][C:12]([C:15]2[C:20]([F:21])=[CH:19][CH:18]=[CH:17][C:16]=2[F:22])=[CH:13][CH:14]=1)=[N+]=[N-].[N:23]([C:26]1[CH:27]=[N:28][CH:29]=[CH:30][C:31]=1[N:32]1[CH2:37][CH2:36][N:35]([C:38]([O:40][C:41]([CH3:44])([CH3:43])[CH3:42])=[O:39])[CH2:34][CH2:33]1)=[C:24]=S. (2) Given the product [C:58]([C@@H:31]([NH:32][C:11](=[O:13])[C@@H:9]([NH:8][C:1]([O:3][C:4]([CH3:5])([CH3:6])[CH3:7])=[O:2])[CH2:10][C:40]1[C:41]2[C:42](=[CH:47][CH:46]=[CH:49][CH:52]=2)[CH:43]=[CH:44][CH:45]=1)[CH2:30][CH3:29])(=[O:59])[NH2:56], predict the reactants needed to synthesize it. The reactants are: [C:1]([N:8](C1C2C(=CC=CC=2)C=CC=1)[C@H:9]([C:11]([OH:13])=O)[CH3:10])([O:3][C:4]([CH3:7])([CH3:6])[CH3:5])=[O:2].CCN=C=N[CH2:29][CH2:30][CH2:31][N:32](C)C.Cl.ON1[C:41]2[CH:42]=[CH:43][CH:44]=[CH:45][C:40]=2N=N1.[CH:46]([C:49]([CH:52](C)C)([NH-])C)(C)[CH3:47].C[N:56]([CH:58]=[O:59])C. (3) Given the product [F:11][C:10]([F:12])([F:13])[C:8]1[CH:9]=[C:4]([CH:2]([OH:3])[CH3:1])[CH:5]=[C:6]([C:14]([F:15])([F:16])[F:17])[CH:7]=1, predict the reactants needed to synthesize it. The reactants are: [CH3:1][C:2]([C:4]1[CH:9]=[C:8]([C:10]([F:13])([F:12])[F:11])[CH:7]=[C:6]([C:14]([F:17])([F:16])[F:15])[CH:5]=1)=[O:3].[BH4-].[Na+].Cl. (4) Given the product [O:11]=[C:6]1[C:7]2[C:3](=[C:2]([NH:1][CH2:20][CH2:21][CH2:22][CH2:23][CH3:24])[CH:10]=[CH:9][CH:8]=2)[CH2:4][N:5]1[CH:12]1[CH2:17][CH2:16][C:15](=[O:18])[NH:14][C:13]1=[O:19], predict the reactants needed to synthesize it. The reactants are: [NH2:1][C:2]1[CH:10]=[CH:9][CH:8]=[C:7]2[C:3]=1[CH2:4][N:5]([CH:12]1[CH2:17][CH2:16][C:15](=[O:18])[NH:14][C:13]1=[O:19])[C:6]2=[O:11].[CH:20](=O)[CH2:21][CH2:22][CH2:23][CH3:24].C(O)(=O)C.C(O[BH-](OC(=O)C)OC(=O)C)(=O)C.[Na+]. (5) Given the product [Br:1][C:2]1[CH:7]=[CH:6][CH:5]=[C:4]([F:8])[C:3]=1[Si:10]([CH3:12])([CH3:11])[CH3:9], predict the reactants needed to synthesize it. The reactants are: [Br:1][C:2]1[CH:7]=[CH:6][CH:5]=[C:4]([F:8])[CH:3]=1.[CH3:9][Si:10](Cl)([CH3:12])[CH3:11].C([N-]C(C)C)(C)C.[Li+].S(=O)(=O)(O)O. (6) The reactants are: [N+:1]([C:4]1[CH:5]=[C:6]([NH:10][C:11]2[N:18]=[CH:17][CH:16]=[CH:15][C:12]=2[CH:13]=O)[CH:7]=[CH:8][CH:9]=1)([O-:3])=[O:2].[S:19]1[C:23]2[CH:24]=[CH:25][CH:26]=[CH:27][C:22]=2[N:21]=[C:20]1[CH2:28][CH2:29][CH2:30][CH2:31][CH2:32][C:33](OCC)=[O:34].[Li+].CC([N-]C(C)C)C. Given the product [N+:1]([C:4]1[CH:5]=[C:6]([N:10]2[C:11]3[C:12](=[CH:15][CH:16]=[CH:17][N:18]=3)[CH:13]=[C:32]([CH2:31][CH2:30][CH2:29][CH2:28][C:20]3[S:19][C:23]4[CH:24]=[CH:25][CH:26]=[CH:27][C:22]=4[N:21]=3)[C:33]2=[O:34])[CH:7]=[CH:8][CH:9]=1)([O-:3])=[O:2], predict the reactants needed to synthesize it.